This data is from Retrosynthesis with 50K atom-mapped reactions and 10 reaction types from USPTO. The task is: Predict the reactants needed to synthesize the given product. (1) Given the product CO[C@H](COCc1ccccc1)C(F)(F)F, predict the reactants needed to synthesize it. The reactants are: CI.O[C@H](COCc1ccccc1)C(F)(F)F. (2) Given the product O=c1oc2ccccc2n1CCCN1CCC(n2c(=O)[nH]c3cc(Cl)ccc32)CC1, predict the reactants needed to synthesize it. The reactants are: O=c1[nH]c2cc(Cl)ccc2n1C1CCNCC1.O=c1oc2ccccc2n1CCCCl. (3) Given the product Cc1n[nH]c2nccc(Oc3ccc(-c4cnc(Nc5ccccc5)n(C)c4=O)cc3F)c12, predict the reactants needed to synthesize it. The reactants are: COc1ccc(Cn2nc(C)c3c(Oc4ccc(-c5cnc(Nc6ccccc6)n(C)c5=O)cc4F)ccnc32)cc1. (4) Given the product Cc1cc(NCc2ccc3oc(-c4ccccc4C#N)c(Br)c3c2)n2nccc2n1, predict the reactants needed to synthesize it. The reactants are: Cc1cc(Cl)n2nccc2n1.N#Cc1ccccc1-c1oc2ccc(CN)cc2c1Br.